This data is from Merck oncology drug combination screen with 23,052 pairs across 39 cell lines. The task is: Regression. Given two drug SMILES strings and cell line genomic features, predict the synergy score measuring deviation from expected non-interaction effect. (1) Drug 1: O=P1(N(CCCl)CCCl)NCCCO1. Drug 2: NC1(c2ccc(-c3nc4ccn5c(=O)[nH]nc5c4cc3-c3ccccc3)cc2)CCC1. Cell line: VCAP. Synergy scores: synergy=10.9. (2) Drug 1: O=S1(=O)NC2(CN1CC(F)(F)F)C1CCC2Cc2cc(C=CCN3CCC(C(F)(F)F)CC3)ccc2C1. Drug 2: Cn1c(=O)n(-c2ccc(C(C)(C)C#N)cc2)c2c3cc(-c4cnc5ccccc5c4)ccc3ncc21. Cell line: UACC62. Synergy scores: synergy=25.3.